This data is from Reaction yield outcomes from USPTO patents with 853,638 reactions. The task is: Predict the reaction yield, written as a fraction of the theoretical maximum amount of product (1.0 means a 100% yield; for example, 0.34 means a 34% yield). (1) The reactants are [OH:1][C:2]1[CH:3]=[CH:4][C:5]([CH3:8])=[N:6][CH:7]=1.N1C=CC=CC=1.[F:15][C:16]([F:29])([F:28])[S:17](O[S:17]([C:16]([F:29])([F:28])[F:15])(=[O:19])=[O:18])(=[O:19])=[O:18].C(=O)([O-])O.[Na+]. The catalyst is C(Cl)Cl.CO. The product is [CH3:8][C:5]1[CH:4]=[CH:3][C:2]([O:1][S:17]([C:16]([F:29])([F:28])[F:15])(=[O:19])=[O:18])=[CH:7][N:6]=1. The yield is 0.950. (2) The reactants are [Br:1][C:2]1[C:10]2[O:9][C:8]([CH3:12])([CH3:11])[CH:7](O)[C:6]=2[C:5]([CH3:14])=[C:4]([NH:15][C:16](=[O:22])[O:17][C:18]([CH3:21])([CH3:20])[CH3:19])[C:3]=1[CH3:23].[NH:24]1[CH2:28][CH2:27][CH2:26][CH2:25]1. The catalyst is C(OCC)(=O)C.CCCCCC. The product is [Br:1][C:2]1[C:10]2[O:9][C:8]([CH3:12])([CH3:11])[CH:7]([N:24]3[CH2:28][CH2:27][CH2:26][CH2:25]3)[C:6]=2[C:5]([CH3:14])=[C:4]([NH:15][C:16](=[O:22])[O:17][C:18]([CH3:19])([CH3:21])[CH3:20])[C:3]=1[CH3:23]. The yield is 0.430.